Dataset: Forward reaction prediction with 1.9M reactions from USPTO patents (1976-2016). Task: Predict the product of the given reaction. (1) Given the reactants C(Cl)(=O)C1C=CC=CC=1.[F:10][C:11]([F:22])([F:21])[C:12]1[CH:20]=[CH:19][C:15]([C:16](Cl)=[O:17])=[CH:14][CH:13]=1.[NH2:23][C:24]1[CH:25]=[C:26]([CH:37]=[CH:38][N:39]=1)[C:27]([NH:29][CH2:30][C:31]1[CH:36]=[CH:35][CH:34]=[CH:33][CH:32]=1)=[O:28], predict the reaction product. The product is: [CH2:30]([NH:29][C:27](=[O:28])[C:26]1[CH:37]=[CH:38][N:39]=[C:24]([NH:23][C:16](=[O:17])[C:15]2[CH:19]=[CH:20][C:12]([C:11]([F:22])([F:21])[F:10])=[CH:13][CH:14]=2)[CH:25]=1)[C:31]1[CH:36]=[CH:35][CH:34]=[CH:33][CH:32]=1. (2) Given the reactants Cl.[CH2:2]([C:6]1[NH:10][C:9](=[O:11])[C:8]2([CH2:15][CH2:14][CH2:13][CH2:12]2)[N:7]=1)[CH2:3][CH2:4][CH3:5].[Br:16][C:17]1[CH:24]=[CH:23][C:20]([CH2:21]Br)=[CH:19][CH:18]=1, predict the reaction product. The product is: [Br:16][C:17]1[CH:24]=[CH:23][C:20]([CH2:21][N:10]2[C:9](=[O:11])[C:8]3([CH2:15][CH2:14][CH2:13][CH2:12]3)[N:7]=[C:6]2[CH2:2][CH2:3][CH2:4][CH3:5])=[CH:19][CH:18]=1. (3) Given the reactants Cl[C:2]1[C:11]2[C:6](=[CH:7][CH:8]=[CH:9][CH:10]=2)[C:5]([C:12]2[CH:17]=[CH:16][CH:15]=[CH:14][CH:13]=2)=[N:4][N:3]=1.[CH3:18][NH:19][C:20]1[N:25]=[C:24]([C:26]2[C:27]([O:32][C:33]3[CH:38]=[CH:37][C:36]([OH:39])=[CH:35][CH:34]=3)=[N:28][CH:29]=[CH:30][CH:31]=2)[CH:23]=[CH:22][N:21]=1.C(=O)([O-])[O-].[K+].[K+], predict the reaction product. The product is: [CH3:18][NH:19][C:20]1[N:25]=[C:24]([C:26]2[C:27]([O:32][C:33]3[CH:34]=[CH:35][C:36]([O:39][C:2]4[C:11]5[C:6](=[CH:7][CH:8]=[CH:9][CH:10]=5)[C:5]([C:12]5[CH:17]=[CH:16][CH:15]=[CH:14][CH:13]=5)=[N:4][N:3]=4)=[CH:37][CH:38]=3)=[N:28][CH:29]=[CH:30][CH:31]=2)[CH:23]=[CH:22][N:21]=1. (4) Given the reactants F[C:2]1[C:7]([C:8]([OH:10])=O)=[CH:6][CH:5]=[C:4]([F:11])[N:3]=1.[F:12][C:13]1[CH:18]=[CH:17][CH:16]=[CH:15][C:14]=1[CH2:19][CH2:20][O:21][CH2:22][C:23]([NH2:25])=[NH:24], predict the reaction product. The product is: [F:11][C:4]1[CH:5]=[CH:6][C:7]2[C:8](=[O:10])[NH:25][C:23]([CH2:22][O:21][CH2:20][CH2:19][C:14]3[CH:15]=[CH:16][CH:17]=[CH:18][C:13]=3[F:12])=[N:24][C:2]=2[N:3]=1. (5) Given the reactants [Li+].[OH-].[CH:3]1([C@H:7]([NH:9][C:10]2[N:18]=[C:17]([C:19]([O:21]C)=[O:20])[N:16]=[C:15]3[C:11]=2[N:12]([CH2:32][C@H:33]2[CH2:38][CH2:37][C@H:36]([C:39]([F:42])([F:41])[F:40])[CH2:35][CH2:34]2)[C:13]([C:23]2[CH:28]=[C:27]([CH:29]([CH3:31])[CH3:30])[CH:26]=[CH:25][N:24]=2)=[N:14]3)[CH3:8])[CH2:6][CH2:5][CH2:4]1, predict the reaction product. The product is: [CH:3]1([C@H:7]([NH:9][C:10]2[N:18]=[C:17]([C:19]([OH:21])=[O:20])[N:16]=[C:15]3[C:11]=2[N:12]([CH2:32][C@H:33]2[CH2:38][CH2:37][C@H:36]([C:39]([F:41])([F:40])[F:42])[CH2:35][CH2:34]2)[C:13]([C:23]2[CH:28]=[C:27]([CH:29]([CH3:31])[CH3:30])[CH:26]=[CH:25][N:24]=2)=[N:14]3)[CH3:8])[CH2:4][CH2:5][CH2:6]1. (6) Given the reactants [S:1]([O-:5])([O-:4])(=[O:3])=[O:2].[Al+3:6].[Na+:7].S([O-])([O-])(=O)=[O:9].S([O-])([O-])(=O)=[O:14].[Na+].[Na+].[OH-:20].[Na+], predict the reaction product. The product is: [S:1]([O-:5])([O-:4])(=[O:3])=[O:2].[Na+:7].[Na+:7].[OH-:9].[Al+3:6].[OH-:14].[OH-:20]. (7) Given the reactants [NH2:1][CH:2]1[CH2:7][CH2:6][N:5]([CH2:8][CH2:9][N:10]2[C:19]3[C:14](=[CH:15][CH:16]=[C:17]([O:20][CH3:21])[CH:18]=3)[N:13]=[CH:12][C:11]2=[O:22])[CH2:4][CH2:3]1.[O:23]=[C:24]1[NH:29][C:28]2[CH:30]=[C:31]([CH:34]=O)[CH:32]=[CH:33][C:27]=2[S:26][CH2:25]1.C([BH3-])#N.[Na+].C(=O)([O-])O.[Na+], predict the reaction product. The product is: [CH3:21][O:20][C:17]1[CH:18]=[C:19]2[C:14]([N:13]=[CH:12][C:11](=[O:22])[N:10]2[CH2:9][CH2:8][N:5]2[CH2:4][CH2:3][CH:2]([NH:1][CH2:34][C:31]3[CH:32]=[CH:33][C:27]4[S:26][CH2:25][C:24](=[O:23])[NH:29][C:28]=4[CH:30]=3)[CH2:7][CH2:6]2)=[CH:15][CH:16]=1. (8) The product is: [C:38]([N:35]1[CH2:36][CH2:37][CH:33]([NH:32][C:19](=[O:21])[C:18]2[CH:22]=[C:14]([F:13])[CH:15]=[N:16][C:17]=2[O:23][C:24]2[CH:29]=[CH:28][CH:27]=[C:26]([S:30][CH3:31])[CH:25]=2)[CH2:34]1)(=[O:2])[CH3:39]. Given the reactants C(N1C=CN=C1)(N1C=CN=C1)=[O:2].[F:13][C:14]1[CH:15]=[N:16][C:17]([O:23][C:24]2[CH:29]=[CH:28][CH:27]=[C:26]([S:30][CH3:31])[CH:25]=2)=[C:18]([CH:22]=1)[C:19]([OH:21])=O.[NH2:32][CH:33]1[CH2:37][CH2:36][N:35]([CH2:38][CH2:39]C(CC)=O)[CH2:34]1, predict the reaction product.